Dataset: Forward reaction prediction with 1.9M reactions from USPTO patents (1976-2016). Task: Predict the product of the given reaction. Given the reactants [CH3:1][C:2]1[CH:10]=[CH:9][C:5]([C:6]([OH:8])=O)=[CH:4][C:3]=1[NH:11][C:12]1[CH:13]=[C:14]2[C:19](=[CH:20][CH:21]=1)[N:18]=[CH:17][N:16]([CH3:22])[C:15]2=[O:23].[NH2:24][C:25]1[CH:26]=[C:27]([C:31]([CH3:35])([CH3:34])[C:32]#[N:33])[CH:28]=[CH:29][CH:30]=1.CN(C(ON1N=NC2C=CC=NC1=2)=[N+](C)C)C.F[P-](F)(F)(F)(F)F.C(N(C(C)C)CC)(C)C, predict the reaction product. The product is: [C:32]([C:31]([C:27]1[CH:26]=[C:25]([NH:24][C:6](=[O:8])[C:5]2[CH:9]=[CH:10][C:2]([CH3:1])=[C:3]([NH:11][C:12]3[CH:13]=[C:14]4[C:19](=[CH:20][CH:21]=3)[N:18]=[CH:17][N:16]([CH3:22])[C:15]4=[O:23])[CH:4]=2)[CH:30]=[CH:29][CH:28]=1)([CH3:35])[CH3:34])#[N:33].